Dataset: Peptide-MHC class I binding affinity with 185,985 pairs from IEDB/IMGT. Task: Regression. Given a peptide amino acid sequence and an MHC pseudo amino acid sequence, predict their binding affinity value. This is MHC class I binding data. (1) The binding affinity (normalized) is 0.0847. The peptide sequence is SHAAIGAYL. The MHC is HLA-B57:01 with pseudo-sequence HLA-B57:01. (2) The peptide sequence is RTFSIPLGV. The MHC is HLA-A24:02 with pseudo-sequence HLA-A24:02. The binding affinity (normalized) is 0.0383. (3) The peptide sequence is TTTLEETKF. The MHC is HLA-B27:05 with pseudo-sequence HLA-B27:05. The binding affinity (normalized) is 0.0847. (4) The peptide sequence is RRFDTFKAF. The MHC is HLA-A01:01 with pseudo-sequence HLA-A01:01. The binding affinity (normalized) is 0.0847. (5) The peptide sequence is LTQAAGQAF. The MHC is HLA-B40:01 with pseudo-sequence HLA-B40:01. The binding affinity (normalized) is 0.213.